This data is from Peptide-MHC class I binding affinity with 185,985 pairs from IEDB/IMGT. The task is: Regression. Given a peptide amino acid sequence and an MHC pseudo amino acid sequence, predict their binding affinity value. This is MHC class I binding data. (1) The peptide sequence is GANYLGKPK. The MHC is HLA-A03:01 with pseudo-sequence HLA-A03:01. The binding affinity (normalized) is 0.424. (2) The peptide sequence is TTFPVNGGY. The MHC is HLA-A02:12 with pseudo-sequence HLA-A02:12. The binding affinity (normalized) is 0.0847. (3) The peptide sequence is LINERDYSRY. The MHC is HLA-A26:01 with pseudo-sequence HLA-A26:01. The binding affinity (normalized) is 0.300. (4) The peptide sequence is YLQQNWWTL. The MHC is HLA-B07:02 with pseudo-sequence HLA-B07:02. The binding affinity (normalized) is 0.150. (5) The peptide sequence is ILPVIFLSI. The MHC is Mamu-A11 with pseudo-sequence Mamu-A11. The binding affinity (normalized) is 0.0823. (6) The peptide sequence is SIIEIAEV. The MHC is H-2-Kb with pseudo-sequence H-2-Kb. The binding affinity (normalized) is 0.422. (7) The peptide sequence is FLKEMGGL. The MHC is HLA-A30:02 with pseudo-sequence HLA-A30:02. The binding affinity (normalized) is 0. (8) The peptide sequence is SELRPDTRYV. The MHC is HLA-B44:02 with pseudo-sequence HLA-B44:02. The binding affinity (normalized) is 0.381.